This data is from CYP2C19 inhibition data for predicting drug metabolism from PubChem BioAssay. The task is: Regression/Classification. Given a drug SMILES string, predict its absorption, distribution, metabolism, or excretion properties. Task type varies by dataset: regression for continuous measurements (e.g., permeability, clearance, half-life) or binary classification for categorical outcomes (e.g., BBB penetration, CYP inhibition). Dataset: cyp2c19_veith. (1) The compound is Cc1cc(C)n(-c2cc(N3CCN(C(=O)c4ccc(C(C)(C)C)cc4)CC3)ccc2[N+](=O)[O-])n1. The result is 1 (inhibitor). (2) The drug is Nc1c2c(nc3ccccc13)CCC[C@H]2O. The result is 0 (non-inhibitor). (3) The molecule is Cc1ccc(CCNC(=O)C2CC(c3ccccc3[N+](=O)[O-])=NO2)cc1. The result is 1 (inhibitor).